Dataset: Full USPTO retrosynthesis dataset with 1.9M reactions from patents (1976-2016). Task: Predict the reactants needed to synthesize the given product. (1) Given the product [NH2:6][C:5]1[CH:7]=[CH:8][C:2]([C:15]2[CH:14]=[CH:13][CH:12]=[C:11]([C:9]#[N:10])[CH:16]=2)=[CH:3][CH:4]=1, predict the reactants needed to synthesize it. The reactants are: Br[C:2]1[CH:8]=[CH:7][C:5]([NH2:6])=[CH:4][CH:3]=1.[C:9]([C:11]1[CH:12]=[C:13](B(O)O)[CH:14]=[CH:15][CH:16]=1)#[N:10].C([O-])([O-])=O.[Na+].[Na+]. (2) Given the product [CH2:1]([N:3]1[C:7]2=[N:8][C:9]([CH2:28][CH3:29])=[C:10]([CH2:19][NH:20][C:21](=[O:27])[CH2:22][CH2:23][C:24]([NH:51][CH2:50][C:46]3[CH:45]=[C:44]([C:40]4[CH:41]=[CH:42][CH:43]=[C:38]([CH2:37][CH:34]5[CH2:35][CH2:36][N:31]([CH3:30])[CH2:32][CH2:33]5)[CH:39]=4)[CH:49]=[CH:48][CH:47]=3)=[O:26])[C:11]([NH:12][CH:13]3[CH2:18][CH2:17][O:16][CH2:15][CH2:14]3)=[C:6]2[CH:5]=[N:4]1)[CH3:2], predict the reactants needed to synthesize it. The reactants are: [CH2:1]([N:3]1[C:7]2=[N:8][C:9]([CH2:28][CH3:29])=[C:10]([CH2:19][NH:20][C:21](=[O:27])[CH2:22][CH2:23][C:24]([OH:26])=O)[C:11]([NH:12][CH:13]3[CH2:18][CH2:17][O:16][CH2:15][CH2:14]3)=[C:6]2[CH:5]=[N:4]1)[CH3:2].[CH3:30][N:31]1[CH2:36][CH2:35][CH:34]([CH2:37][C:38]2[CH:39]=[C:40]([C:44]3[CH:49]=[CH:48][CH:47]=[C:46]([CH2:50][NH2:51])[CH:45]=3)[CH:41]=[CH:42][CH:43]=2)[CH2:33][CH2:32]1.C(N(CC)CC)C.ClCCl. (3) Given the product [CH3:25][C@@H:24]1[C:5](=[O:23])[NH:4][C:3]2[CH:2]=[C:6]([CH2:5][NH:4][CH2:3][C:2]([F:1])([F:20])[C:16]([F:17])([F:18])[F:19])[CH:15]=[CH:29][C:28]=2[O:27]1, predict the reactants needed to synthesize it. The reactants are: [F:1][C:2]([F:20])([C:16]([F:19])([F:18])[F:17])[CH2:3][N:4]=[C:5]1NC2C=CC=CC=2O[CH:6]1[CH3:15].[BH4-].[Na+].[OH2:23].[C:24]([O:27][CH2:28][CH3:29])(=O)[CH3:25]. (4) The reactants are: [CH2:1]([O:8][C:9]1[C:10](=[O:29])[CH:11]=[C:12]([CH2:17][NH:18][S:19]([C:22]2[CH:27]=[CH:26][CH:25]=[CH:24][C:23]=2[CH3:28])(=[O:21])=[O:20])[O:13][C:14]=1[CH2:15][OH:16])[C:2]1[CH:7]=[CH:6][CH:5]=[CH:4][CH:3]=1.C(OC1C(=O)C=C(CNS(C2C=CC=CC=2)(=O)=O)OC=1C=O)C1C=CC=CC=1. Given the product [CH2:1]([O:8][C:9]1[C:10](=[O:29])[CH:11]=[C:12]([CH2:17][NH:18][S:19]([C:22]2[CH:27]=[CH:26][CH:25]=[CH:24][C:23]=2[CH3:28])(=[O:21])=[O:20])[O:13][C:14]=1[CH:15]=[O:16])[C:2]1[CH:3]=[CH:4][CH:5]=[CH:6][CH:7]=1, predict the reactants needed to synthesize it. (5) Given the product [F:38][C:32]1[CH:33]=[CH:34][C:29]([C:27]#[N:28])=[CH:30][C:31]=1[C:2]1[CH:3]=[N:4][C:5]([N:8]2[C:16]3[C:11](=[CH:12][CH:13]=[C:14]([C:17]([N:19]4[CH2:24][CH2:23][O:22][CH2:21][CH2:20]4)=[O:18])[CH:15]=3)[C:10]([S:25][CH3:26])=[CH:9]2)=[N:6][CH:7]=1, predict the reactants needed to synthesize it. The reactants are: Br[C:2]1[CH:3]=[N:4][C:5]([N:8]2[C:16]3[C:11](=[CH:12][CH:13]=[C:14]([C:17]([N:19]4[CH2:24][CH2:23][O:22][CH2:21][CH2:20]4)=[O:18])[CH:15]=3)[C:10]([S:25][CH3:26])=[CH:9]2)=[N:6][CH:7]=1.[C:27]([C:29]1[CH:30]=[CH:31][C:32]([F:38])=[C:33](B(O)O)[CH:34]=1)#[N:28]. (6) Given the product [CH2:30]([O:29][C:22]1[CH:21]=[C:20]([C:18](=[O:19])[CH2:17][CH2:16][C:15]([NH:14][C:4]2[CH:3]=[C:2]([C:67]3[CH:68]=[CH:69][CH:70]=[CH:71][C:66]=3[CH2:65][OH:64])[CH:7]=[C:6]([C:8]3[CH:13]=[CH:12][CH:11]=[CH:10][CH:9]=3)[N:5]=2)=[O:32])[CH:25]=[CH:24][C:23]=1[O:26][CH2:27][CH3:28])[CH3:31], predict the reactants needed to synthesize it. The reactants are: Cl[C:2]1[CH:7]=[C:6]([C:8]2[CH:13]=[CH:12][CH:11]=[CH:10][CH:9]=2)[N:5]=[C:4]([NH:14][C:15](=[O:32])[CH2:16][CH2:17][C:18]([C:20]2[CH:25]=[CH:24][C:23]([O:26][CH2:27][CH3:28])=[C:22]([O:29][CH2:30][CH3:31])[CH:21]=2)=[O:19])[CH:3]=1.C1(C2C=CC=CC=2)C=CC=CC=1P(C1CCCCC1)C1CCCCC1.C(=O)([O-])[O-].[K+].[K+].[OH:64][CH2:65][C:66]1[CH:71]=[CH:70][CH:69]=[CH:68][C:67]=1B(O)O.